Task: Predict the reaction yield, written as a fraction of the theoretical maximum amount of product (1.0 means a 100% yield; for example, 0.34 means a 34% yield).. Dataset: Reaction yield outcomes from USPTO patents with 853,638 reactions The reactants are C([O-])([O-])=O.[Cs+].[Cs+].[OH:7][C:8]1[C:16]2[CH:15]=[C:14]([CH3:17])[S:13][C:12]=2[CH:11]=[C:10]([C:18]([O:20]CC)=O)[CH:9]=1.[F:23][C:24]1[CH:34]=[C:33](F)[CH:32]=[CH:31][C:25]=1[C:26]([N:28]([CH3:30])[CH3:29])=[O:27].[NH2:36][C:37]1[CH:42]=[CH:41][C:40]([CH3:43])=[CH:39][N:38]=1.CN(C(ON1N=NC2C=CC=NC1=2)=[N+](C)C)C.F[P-](F)(F)(F)(F)F. The catalyst is CN(C=O)C. The product is [CH3:29][N:28]([CH3:30])[C:26]([C:25]1[CH:31]=[CH:32][C:33]([O:7][C:8]2[C:16]3[CH:15]=[C:14]([CH3:17])[S:13][C:12]=3[CH:11]=[C:10]([C:18]([NH:36][C:37]3[CH:42]=[CH:41][C:40]([CH3:43])=[CH:39][N:38]=3)=[O:20])[CH:9]=2)=[CH:34][C:24]=1[F:23])=[O:27]. The yield is 0.170.